From a dataset of Full USPTO retrosynthesis dataset with 1.9M reactions from patents (1976-2016). Predict the reactants needed to synthesize the given product. Given the product [CH:1]([O:5][C:6]([N:8]1[CH2:13][CH2:12][CH:11]([N:14]2[C:18]3=[N:19][CH:20]=[N:21][C:22]([O:23][C:24]4[CH:25]=[CH:26][C:27]([NH:30][C:31](=[O:33])[CH3:32])=[CH:28][CH:29]=4)=[C:17]3[CH:16]=[N:15]2)[CH2:10][CH2:9]1)=[O:7])([CH3:3])[CH3:2], predict the reactants needed to synthesize it. The reactants are: [C:1]([O:5][C:6]([N:8]1[CH2:13][CH2:12][CH:11]([N:14]2[C:18]3=[N:19][CH:20]=[N:21][C:22]([O:23][C:24]4[CH:29]=[CH:28][C:27]([NH:30][C:31](=[O:33])[CH3:32])=[CH:26][CH:25]=4)=[C:17]3[CH:16]=[N:15]2)[CH2:10][CH2:9]1)=[O:7])(C)([CH3:3])[CH3:2].FC(F)(F)C(O)=O.ClC(OC(C)C)=O.